The task is: Predict the reactants needed to synthesize the given product.. This data is from Full USPTO retrosynthesis dataset with 1.9M reactions from patents (1976-2016). (1) Given the product [CH3:2][O:3][C:4](=[O:25])[C:5]1[CH:10]=[CH:9][C:8]([O:11][CH3:12])=[C:7]([NH:13][C:14]2[CH:19]=[C:18]([Cl:20])[CH:17]=[C:16]([Cl:21])[CH:15]=2)[CH:6]=1, predict the reactants needed to synthesize it. The reactants are: Cl.[CH3:2][O:3][C:4](=[O:25])[C:5]1[CH:10]=[CH:9][C:8]([O:11][CH3:12])=[C:7]([N:13](C(=O)C)[C:14]2[CH:19]=[C:18]([Cl:20])[CH:17]=[C:16]([Cl:21])[CH:15]=2)[CH:6]=1. (2) Given the product [Br:10][C:11]1[C:12]([CH3:25])=[C:13]([CH3:24])[C:14]2[O:18][C:17]([CH3:19])([CH2:20][S:2][CH3:1])[CH2:16][C:15]=2[C:22]=1[CH3:23], predict the reactants needed to synthesize it. The reactants are: [CH3:1][S-:2].[Na+].CC(N(C)C)=O.[Br:10][C:11]1[C:12]([CH3:25])=[C:13]([CH3:24])[C:14]2[O:18][C:17]([CH2:20]I)([CH3:19])[CH2:16][C:15]=2[C:22]=1[CH3:23].O. (3) Given the product [O:28]1[CH2:29][CH2:30][O:31][CH:27]1[CH2:26][CH2:25][N:15]1[CH2:16][CH2:17][CH:12]([C:3]2[CH:4]=[CH:5][CH:6]=[C:7]([S:8]([CH3:11])(=[O:10])=[O:9])[C:2]=2[F:1])[CH2:13][CH2:14]1, predict the reactants needed to synthesize it. The reactants are: [F:1][C:2]1[C:7]([S:8]([CH3:11])(=[O:10])=[O:9])=[CH:6][CH:5]=[CH:4][C:3]=1[CH:12]1[CH2:17][CH2:16][NH:15][CH2:14][CH2:13]1.C(=O)([O-])[O-].[K+].[K+].Br[CH2:25][CH2:26][CH:27]1[O:31][CH2:30][CH2:29][O:28]1.Cl. (4) Given the product [CH3:20][C:21]1([CH3:37])[C:25]([CH3:27])([CH3:26])[O:24][B:23]([C:7]2[CH2:12][CH2:11][CH:10]([CH2:13][C:14]([O:16][CH3:17])=[O:15])[CH2:9][CH:8]=2)[O:22]1, predict the reactants needed to synthesize it. The reactants are: FC(F)(F)S(O[C:7]1[CH2:12][CH2:11][CH:10]([CH2:13][C:14]([O:16][CH3:17])=[O:15])[CH2:9][CH:8]=1)(=O)=O.[CH3:20][C:21]1([CH3:37])[C:25]([CH3:27])([CH3:26])[O:24][B:23]([B:23]2[O:24][C:25]([CH3:27])([CH3:26])[C:21]([CH3:37])([CH3:20])[O:22]2)[O:22]1.C([O-])(=O)C.[K+]. (5) Given the product [OH:18][N:17]([C:19]1[CH:24]=[CH:23][CH:22]=[CH:21][CH:20]=1)[C:15]([CH:12]1[CH2:14][CH2:13]1)=[O:16], predict the reactants needed to synthesize it. The reactants are: C1CCN2C(=NCCC2)CC1.[CH:12]1([CH:15]=[O:16])[CH2:14][CH2:13]1.[N:17]([C:19]1[CH:24]=[CH:23][CH:22]=[CH:21][CH:20]=1)=[O:18]. (6) Given the product [CH3:26][O:25][C:22]1[CH:23]=[CH:24][C:19]([C:18]2[N:6]([CH3:7])[C:4](=[O:5])[C:3]3[C:2](=[C:11]([CH3:12])[CH:10]=[CH:9][CH:8]=3)[N:1]=2)=[CH:20][CH:21]=1, predict the reactants needed to synthesize it. The reactants are: [NH2:1][C:2]1[C:11]([CH3:12])=[CH:10][CH:9]=[CH:8][C:3]=1[C:4]([NH:6][CH3:7])=[O:5].S([O-])(O)=O.[Na+].[CH:18](=O)[C:19]1[CH:24]=[CH:23][C:22]([O:25][CH3:26])=[CH:21][CH:20]=1.